From a dataset of Full USPTO retrosynthesis dataset with 1.9M reactions from patents (1976-2016). Predict the reactants needed to synthesize the given product. (1) Given the product [CH2:25]([O:32][C@@H:33]1[C@@H:39]([O:40][CH2:41][C:42]2[CH:47]=[CH:46][CH:45]=[CH:44][CH:43]=2)[C@H:38]([O:48][CH2:49][C:50]2[CH:51]=[CH:52][CH:53]=[CH:54][CH:55]=2)[C@@H:37]([CH2:56][O:57][CH2:58][C:59]2[CH:60]=[CH:61][CH:62]=[CH:63][CH:64]=2)[O:36][C:34]1([C:1]1[CH:71]=[CH:67][CH:68]=[C:3]([CH2:4][C:20]2[C:19]3[C:13]([CH:14]=[CH:15][CH:16]=[CH:17][CH:18]=3)=[C:12]([CH3:21])[CH:11]=2)[CH:2]=1)[OH:35])[C:26]1[CH:27]=[CH:28][CH:29]=[CH:30][CH:31]=1, predict the reactants needed to synthesize it. The reactants are: [CH2:1]([Li])[CH2:2][CH2:3][CH3:4].BrC1C=C(C=CC=1)C[C:11]1[CH:20]=[C:19]2[C:13](=[CH:14][CH:15]=[CH:16][CH:17]=[CH:18]2)[C:12]=1[CH3:21].[CH2:25]([O:32][C@@H:33]1[C@@H:39]([O:40][CH2:41][C:42]2[CH:47]=[CH:46][CH:45]=[CH:44][CH:43]=2)[C@H:38]([O:48][CH2:49][C:50]2[CH:55]=[CH:54][CH:53]=[CH:52][CH:51]=2)[C@@H:37]([CH2:56][O:57][CH2:58][C:59]2[CH:64]=[CH:63][CH:62]=[CH:61][CH:60]=2)[O:36][C:34]1=[O:35])[C:26]1[CH:31]=[CH:30][CH:29]=[CH:28][CH:27]=1.[Cl-].[NH4+].[CH2:67]1[CH2:71]OC[CH2:68]1. (2) Given the product [Cl:12][C:10]1[CH:9]=[C:4]([C:5]([O:7][CH3:8])=[O:6])[C:3]([CH3:13])=[C:2]([NH:1][CH:15]2[CH2:20][CH2:19][N:18]([C:21]([O:23][C:24]([CH3:27])([CH3:26])[CH3:25])=[O:22])[CH2:17][CH2:16]2)[CH:11]=1, predict the reactants needed to synthesize it. The reactants are: [NH2:1][C:2]1[C:3]([CH3:13])=[C:4]([CH:9]=[C:10]([Cl:12])[CH:11]=1)[C:5]([O:7][CH3:8])=[O:6].O=[C:15]1[CH2:20][CH2:19][N:18]([C:21]([O:23][C:24]([CH3:27])([CH3:26])[CH3:25])=[O:22])[CH2:17][CH2:16]1.C(O)(=O)C.C(O[BH-](OC(=O)C)OC(=O)C)(=O)C.[Na+].C([O-])(O)=O.[Na+]. (3) Given the product [F:11][C:9]([F:10])([F:12])[C:7]1[CH:6]=[C:5]([C@H:13]2[O:17][C:16](=[O:18])[N:15]([CH2:19][C:20]3[C:25]([C:26]4[CH:27]=[C:28]([C:34]5[C:35]([CH3:45])=[CH:36][C:37]([C:38]([O:40][CH3:41])=[O:39])=[CH:42][C:43]=5[CH3:44])[CH:29]=[N:30][C:31]=4[O:32][CH3:33])=[CH:24][N:23]=[C:22]([S:52]([CH3:60])(=[O:57])=[O:53])[N:21]=3)[C@H:14]2[CH3:48])[CH:4]=[C:3]([C:2]([F:1])([F:50])[F:49])[CH:8]=1, predict the reactants needed to synthesize it. The reactants are: [F:1][C:2]([F:50])([F:49])[C:3]1[CH:4]=[C:5]([C@H:13]2[O:17][C:16](=[O:18])[N:15]([CH2:19][C:20]3[C:25]([C:26]4[CH:27]=[C:28]([C:34]5[C:43]([CH3:44])=[CH:42][C:37]([C:38]([O:40][CH3:41])=[O:39])=[CH:36][C:35]=5[CH3:45])[CH:29]=[N:30][C:31]=4[O:32][CH3:33])=[CH:24][N:23]=[C:22](SC)[N:21]=3)[C@H:14]2[CH3:48])[CH:6]=[C:7]([C:9]([F:12])([F:11])[F:10])[CH:8]=1.O.[S:52]([O-:57])(O[O-])(=O)=[O:53].[K+].[K+].[C:60](#N)C. (4) Given the product [C:13]([C:7]1([C:1]2[CH:6]=[CH:5][CH:4]=[CH:3][CH:2]=2)[CH2:12][CH2:11][CH:15]([C:50]2[N:55]=[CH:54][C:53]([NH:56][C:57]([C:59]3[N:60]=[C:61]([C:68]4[CH:73]=[CH:72][CH:71]=[CH:70][CH:69]=4)[O:62][C:63]=3[C:64]([F:67])([F:66])[F:65])=[O:58])=[CH:52][CH:51]=2)[CH2:9][CH2:8]1)#[N:14], predict the reactants needed to synthesize it. The reactants are: [C:1]1([C:7]2([C:13]#[N:14])[CH2:12][CH2:11]N[CH2:9][CH2:8]2)[CH:6]=[CH:5][CH:4]=[CH:3][CH:2]=1.[CH:15]1(P(C2CCCCC2)C2C=CC=CC=2C2C=CC=CC=2N(C)C)CCCCC1.CC(C)([O-])C.[Na+].Cl[C:50]1[N:55]=[CH:54][C:53]([NH:56][C:57]([C:59]2[N:60]=[C:61]([C:68]3[CH:73]=[CH:72][CH:71]=[CH:70][CH:69]=3)[O:62][C:63]=2[C:64]([F:67])([F:66])[F:65])=[O:58])=[CH:52][CH:51]=1. (5) Given the product [C:34]([C:2]1[CH:3]=[C:4]([C:13]2[O:14][C:15]3[CH:21]=[C:20]([O:22][CH2:23][C@@H:24]([NH:26][C:27](=[O:33])[O:28][C:29]([CH3:31])([CH3:30])[CH3:32])[CH3:25])[CH:19]=[CH:18][C:16]=3[N:17]=2)[CH:5]=[CH:6][C:7]=1[O:8][CH2:9][CH:10]1[CH2:11][CH2:12]1)#[N:35], predict the reactants needed to synthesize it. The reactants are: Br[C:2]1[CH:3]=[C:4]([C:13]2[O:14][C:15]3[CH:21]=[C:20]([O:22][CH2:23][C@@H:24]([NH:26][C:27](=[O:33])[O:28][C:29]([CH3:32])([CH3:31])[CH3:30])[CH3:25])[CH:19]=[CH:18][C:16]=3[N:17]=2)[CH:5]=[CH:6][C:7]=1[O:8][CH2:9][CH:10]1[CH2:12][CH2:11]1.[CH3:34][N:35](C=O)C.